Task: Token-level Classification. Given an antigen amino acid sequence, predict which amino acid positions are active epitope sites capable of antibody binding. Output is a list of indices for active positions.. Dataset: B-cell epitopes from PDB crystal structures with 447 antigens (1) Given the antigen sequence: YSKIKECFDSLADDVKSLVEKSETSYEECSKDKNNPHCGSEGTRELDEGLIEREQKLSDCIVEKR, which amino acid positions are active epitope sites? The epitope positions are: [24, 26, 27, 28, 29, 30, 31, 32, 33, 34, 35, 36, 37, 39, 40, 42]. The amino acids at these positions are: SEECSKDKNNPHCSET. (2) The epitope positions are: [25, 26, 41, 44, 46, 47, 48, 89, 90, 91, 92, 93, 137, 139, 140, 141, 142, 166, 167, 168... (32 total positions)]. The amino acids at these positions are: ICHIDRGNDFTFHQYGGPQQDSCQSWGDGC.... Given the antigen sequence: VVGGTDADEGEWPWQVSLHALGQGHICGASLISPNWLVSAAHCYIDDRGFRYSDPTQWTAFLGLHDQSQRSAPGVQERRLKRIISHPFFNDFTFDYDIALLELEKPAEYSSMVRPISLPDASHVFPAGKAIWVTGWGHTQYGGTGALILQKGEIRVINQTTCENLLPQQITPRMMCVGFLSGGVDSCQGDSGGPLSSVEADGRIFQAGVVSWGDGCAQRNKPGVYTRLPLFRDWIKENTGV, which amino acid positions are active epitope sites? (3) Given the antigen sequence: VNINISCETDGYLTKMTCRWSTSTSTLQLRYHRSSLYCSDIPSIHPISEPKDCYLQSDGFYECIFQPIFLLSGYTMWIRINHSLGSLDSPPTCVLPDSVVKPLPPSSVKAEITINIGLLKISWENNLQFQIRYGLSGKEVQWKMYEVSVSLPVPDLCAVYAVQVRCKRLDGLGYWSNWSNPAYTC, which amino acid positions are active epitope sites? The epitope positions are: [3, 29, 30, 31, 32, 33, 34, 35, 40, 44, 45, 46, 47, 48, 66, 68, 145]. The amino acids at these positions are: NRYHRSSLIHPISEPFE.